Dataset: Reaction yield outcomes from USPTO patents with 853,638 reactions. Task: Predict the reaction yield, written as a fraction of the theoretical maximum amount of product (1.0 means a 100% yield; for example, 0.34 means a 34% yield). (1) The reactants are [NH2:1][C:2]1[C:3]([CH3:28])=[N:4][C:5]([O:9][CH2:10][C:11]([N:13]([CH:15]2[CH2:20][CH2:19][N:18]([CH2:21][C:22]3[CH:27]=[CH:26][CH:25]=[CH:24][CH:23]=3)[CH2:17][CH2:16]2)[CH3:14])=[O:12])=[N:6][C:7]=1[CH3:8].[BrH:29]. The catalyst is CO. The product is [BrH:29].[NH2:1][C:2]1[C:7]([CH3:8])=[N:6][C:5]([O:9][CH2:10][C:11]([N:13]([CH:15]2[CH2:20][CH2:19][N:18]([CH2:21][C:22]3[CH:23]=[CH:24][CH:25]=[CH:26][CH:27]=3)[CH2:17][CH2:16]2)[CH3:14])=[O:12])=[N:4][C:3]=1[CH3:28]. The yield is 0.780. (2) The reactants are [C:1]1([C:7]2[C:8]3[C:13]([CH:14]=[C:15]4[C:20]=2[CH:19]=[CH:18][CH:17]=[CH:16]4)=[CH:12][CH:11]=[CH:10][CH:9]=3)[CH:6]=[CH:5][CH:4]=[CH:3][CH:2]=1.[Br:21]Br.S([O-])([O-])(=O)=S.[Na+].[Na+]. The catalyst is C(Cl)(Cl)(Cl)Cl. The product is [Br:21][C:14]1[C:15]2[C:20]([C:7]([C:1]3[CH:2]=[CH:3][CH:4]=[CH:5][CH:6]=3)=[C:8]3[C:13]=1[CH:12]=[CH:11][CH:10]=[CH:9]3)=[CH:19][CH:18]=[CH:17][CH:16]=2. The yield is 0.890. (3) The reactants are Br[C:2]1[CH:3]=[C:4]([C:8]2([C:20]3[CH:25]=[CH:24][N:23]=[CH:22][CH:21]=3)[C:12]3=[N:13][CH2:14][C:15]([F:18])([F:17])[CH2:16][N:11]3[C:10]([NH2:19])=[N:9]2)[CH:5]=[CH:6][CH:7]=1.[F:26][C:27]1[C:32](B(O)O)=[CH:31][CH:30]=[CH:29][N:28]=1. No catalyst specified. The product is [F:17][C:15]1([F:18])[CH2:16][N:11]2[C:10]([NH2:19])=[N:9][C:8]([C:4]3[CH:5]=[CH:6][CH:7]=[C:2]([C:32]4[C:27]([F:26])=[N:28][CH:29]=[CH:30][CH:31]=4)[CH:3]=3)([C:20]3[CH:25]=[CH:24][N:23]=[CH:22][CH:21]=3)[C:12]2=[N:13][CH2:14]1. The yield is 0.890. (4) The reactants are [CH3:1][O:2][CH2:3][C@H:4]([CH3:31])[O:5][C:6]1[CH:7]=[C:8]([C:23]2[NH:27][C:26]([C:28]([OH:30])=O)=[CH:25][CH:24]=2)[CH:9]=[C:10]([O:12][C:13]2[CH:18]=[CH:17][C:16]([S:19]([CH3:22])(=[O:21])=[O:20])=[CH:15][CH:14]=2)[CH:11]=1.[NH2:32][CH2:33][C:34]([CH3:37])([OH:36])[CH3:35].CCN=C=NCCCN(C)C.Cl.Cl. The catalyst is ClCCl.CN(C)C1C=CN=CC=1. The product is [OH:36][C:34]([CH3:37])([CH3:35])[CH2:33][NH:32][C:28]([C:26]1[NH:27][C:23]([C:8]2[CH:9]=[C:10]([O:12][C:13]3[CH:18]=[CH:17][C:16]([S:19]([CH3:22])(=[O:20])=[O:21])=[CH:15][CH:14]=3)[CH:11]=[C:6]([O:5][C@@H:4]([CH3:31])[CH2:3][O:2][CH3:1])[CH:7]=2)=[CH:24][CH:25]=1)=[O:30]. The yield is 0.880. (5) The reactants are [Cl:1][C:2]1[CH:7]=[CH:6][C:5]([NH2:8])=[CH:4][C:3]=1[OH:9].[C:10](O[C:10]([O:12][C:13]([CH3:16])([CH3:15])[CH3:14])=[O:11])([O:12][C:13]([CH3:16])([CH3:15])[CH3:14])=[O:11]. The catalyst is C1COCC1. The product is [C:13]([O:12][C:10](=[O:11])[NH:8][C:5]1[CH:6]=[CH:7][C:2]([Cl:1])=[C:3]([OH:9])[CH:4]=1)([CH3:16])([CH3:15])[CH3:14]. The yield is 0.970. (6) The reactants are O1CCCOB1[C:7]1[CH:14]=[CH:13][CH:12]=[CH:11][C:8]=1[C:9]#[N:10].Br[C:16]1[CH:22]=[C:21]([CH2:23][CH2:24][CH2:25][CH2:26][CH2:27][CH3:28])[CH:20]=[CH:19][C:17]=1[NH2:18].C(=O)([O-])[O-].[K+].[K+].CCO. The catalyst is C1(C)C=CC=CC=1.[Pd].C1(P(C2C=CC=CC=2)C2C=CC=CC=2)C=CC=CC=1.C1(P(C2C=CC=CC=2)C2C=CC=CC=2)C=CC=CC=1.C1(P(C2C=CC=CC=2)C2C=CC=CC=2)C=CC=CC=1.C1(P(C2C=CC=CC=2)C2C=CC=CC=2)C=CC=CC=1. The product is [CH2:23]([C:21]1[CH:22]=[CH:16][C:17]2[C:19](=[C:7]3[C:8](=[C:9]([NH2:10])[N:18]=2)[CH:11]=[CH:12][CH:13]=[CH:14]3)[CH:20]=1)[CH2:24][CH2:25][CH2:26][CH2:27][CH3:28]. The yield is 0.398. (7) The yield is 0.999. The catalyst is OS(O)(=O)=O. The product is [Br:14][C:8]1[CH:9]=[C:10]([N+:11]([O-:13])=[O:12])[C:2]([CH3:1])=[C:3]([CH:7]=1)[C:4]([OH:6])=[O:5]. The reactants are [CH3:1][C:2]1[C:10]([N+:11]([O-:13])=[O:12])=[CH:9][CH:8]=[CH:7][C:3]=1[C:4]([OH:6])=[O:5].[Br:14]N1C(C)(C)C(=O)N(Br)C1=O.